The task is: Binary Classification. Given a miRNA mature sequence and a target amino acid sequence, predict their likelihood of interaction.. This data is from Experimentally validated miRNA-target interactions with 360,000+ pairs, plus equal number of negative samples. (1) The miRNA is hsa-miR-3689f with sequence UGUGAUAUCGUGCUUCCUGGGA. The protein sequence of the target gene is MSEESDSLRTSPSVASLSENELPLPPPDPPGYVCSLTEDLVTKAREELQEKPEWRLRDVQALRDMVRKEYPYLSTSLDDAFLLRFLRARKFDYDRALQLLVNYHGCRRSWPEVFSNLRPSALKDVLNSGFLTVLPHTDPRGCHVLCIRPDRWIPSNYPITENIRAVYLTLEKLIQSEETQVNGIVILADYKGVSLSKASHFGPFIAKKVIGILQDGFPIRIKAVHIVNEPRIFKGIFAIIKPFLKEKIANRFFLHGSDLNSLHTNLPRNILPKEYGGTAGELDTASWNAVLLASEEDFVK.... Result: 0 (no interaction). (2) The miRNA is hsa-miR-511-3p with sequence AAUGUGUAGCAAAAGACAGA. The protein sequence of the target gene is MSAAEEVDGLGVVRPHYGSVLDNERLTAEEMDERRRQNVAYEYLCHLEEAKRWMEACLGEDLPPTTELEEGLRNGVYLAKLGNFFSPKVVSLKKIYDREQTRYKATGLHFRHTDNVIQWLNAMDEIGLPKIFYPETTDIYDRKNMPRCIYCIHALSLYLFKLGLAPQIQDLYGKVDFTEEEINNMKIELEKYGIQMPAFSKIGGILANELSVDEAALHAAVIAINEAIDRRVAADTFTALKNPNAMLVNLEEGLAPTYQDVLYQAKQDKMTNAKNRTENSDRERDVYEELLTQAEIQGNV.... Result: 0 (no interaction). (3) The miRNA is mmu-miR-5627-3p with sequence ACAGGGCUCUCCGGCGCCCCUCGU. The protein sequence of the target gene is MYRSCVVRARKRTCVEPWVIGIISFLSLIVLAVCIGLTVHYVRYNHRRTYNYYSTLSFTSDKLYSEFGREASKNFTEMSQRIETMVKHAFHKSPLRGQLVKAHIIKFSKEDDGVLAHMLLIFRIRSTEDPETVHKIIEYVLHEKLKYATGPPNVDPESVKIKKINKTESDNYFNHCCGTRRNKSTVQTSVRIVGGTPVEEEEWPWQSSLRWDGSHRCGATLINNTWLVTAAHCFRTHKDPSRWSATFGATLQPRKLTTGIRRIIVHEKYKYPSHDYDIALAELSKPVPCTNAVHKVCLPD.... Result: 0 (no interaction). (4) The miRNA is mmu-miR-3104-5p with sequence UAGGGGGCAGGAGCCGGAGCCCUCU. The protein sequence of the target gene is MAQRSGKITLYEGKHFTGQKLEVFGDCDNFQDRGFMNRVNSIHVESGAWVCFNHPDFRGQQFILEHGDYPDFFRWNSHSDHMGSCRPVGMHGEHFRLEIFEGCNFTGQCLEFLEDSPFLQSRGWVKNCVNTIKVYGDGAAWSPRSFGAEDFQLSSSLQSDQGPEEATTKPATTQPPFLTANL. Result: 0 (no interaction). (5) The miRNA is hsa-miR-6516-5p with sequence UUUGCAGUAACAGGUGUGAGCA. Result: 1 (interaction). The protein sequence of the target gene is MEVTGDAGVPESGEIRTLKPCLLRRNYSREQHGVAASCLEDLRSKACDILAIDKSLTPVTLVLAEDGTIVDDDDYFLCLPSNTKFVALASNEKWAYNNSDGGTAWISQESFDVDETDSGAGLKWKNVARQLKEDLSSIILLSEEDLQMLVDAPCSDLAQELRQSCATVQRLQHTLQQVLDQREEVRQSKQLLQLYLQALEKEGSLLSKQEESKAAFGEEVDAVDTGISRETSSDVALASHILTALREKQAPELSLSSQDLELVTKEDPKALAVALNWDIKKTETVQEACERELALRLQQT....